This data is from Forward reaction prediction with 1.9M reactions from USPTO patents (1976-2016). The task is: Predict the product of the given reaction. (1) Given the reactants [C:1]([C:9]1[CH:41]=[CH:40][C:12]2[N:13]([CH2:17][CH2:18][O:19][C:20]3[CH:25]=[CH:24][C:23]([CH2:26][CH:27]([NH:32][C:33]([O:35][CH2:36][CH2:37][CH2:38][CH3:39])=[O:34])[C:28]([O:30][CH3:31])=[O:29])=[CH:22][CH:21]=3)[C:14](=[O:16])[S:15][C:11]=2[CH:10]=1)(=O)[C:2]1[CH:7]=[CH:6][CH:5]=[CH:4][CH:3]=1.[CH3:42][O:43][NH2:44], predict the reaction product. The product is: [CH2:36]([O:35][C:33]([NH:32][CH:27]([CH2:26][C:23]1[CH:22]=[CH:21][C:20]([O:19][CH2:18][CH2:17][N:13]2[C:12]3[CH:40]=[CH:41][C:9]([C:1](=[N:44][O:43][CH3:42])[C:2]4[CH:7]=[CH:6][CH:5]=[CH:4][CH:3]=4)=[CH:10][C:11]=3[S:15][C:14]2=[O:16])=[CH:25][CH:24]=1)[C:28]([O:30][CH3:31])=[O:29])=[O:34])[CH2:37][CH2:38][CH3:39]. (2) The product is: [ClH:33].[CH:20]1([CH2:19][C@@H:17]2[CH2:16][NH:15][C@H:14]([C:12]([OH:13])=[O:11])[CH2:18]2)[CH2:21][CH2:22][CH2:23][CH2:24][CH2:25]1. Given the reactants C(C1CCC(C)CC1[O:11][C:12]([CH:14]1[CH2:18][CH:17]([CH2:19][CH:20]2[CH2:25][CH2:24][CH2:23][CH2:22][CH2:21]2)[CH2:16][N:15]1C(OC(C)(C)C)=O)=[O:13])(C)C.[ClH:33], predict the reaction product. (3) Given the reactants [CH3:1][C:2]1[CH:3]=[C:4]([NH:8][C:9]2[S:10][CH:11]=[C:12]([C:14]3[CH:19]=[CH:18][N:17]=[CH:16][C:15]=3[C:20]#[C:21][CH2:22][OH:23])[N:13]=2)[CH:5]=[CH:6][CH:7]=1, predict the reaction product. The product is: [CH3:1][C:2]1[CH:3]=[C:4]([NH:8][C:9]2[S:10][CH:11]=[C:12]([C:14]3[CH:19]=[CH:18][N:17]=[CH:16][C:15]=3[CH2:20][CH2:21][CH2:22][OH:23])[N:13]=2)[CH:5]=[CH:6][CH:7]=1. (4) Given the reactants CN(C)/[CH:3]=[CH:4]/[C:5]1[N:10]=[C:9](/[N:11]=[CH:12]/[N:13]([CH3:15])[CH3:14])[CH:8]=[CH:7][C:6]=1[N+:16]([O-])=O, predict the reaction product. The product is: [CH3:15][N:13]([CH3:14])/[CH:12]=[N:11]/[C:9]1[N:10]=[C:5]2[CH:4]=[CH:3][NH:16][C:6]2=[CH:7][CH:8]=1.